This data is from Reaction yield outcomes from USPTO patents with 853,638 reactions. The task is: Predict the reaction yield, written as a fraction of the theoretical maximum amount of product (1.0 means a 100% yield; for example, 0.34 means a 34% yield). The reactants are [C:1]1([C:7]#[C:8][C:9]2[CH:10]=[N:11][CH:12]=[C:13]([CH:17]=2)[C:14]([OH:16])=O)[CH:6]=[CH:5][CH:4]=[CH:3][CH:2]=1.C(N1C=CN=C1)(N1C=CN=C1)=O.[CH3:30][S@:31]([C:34]1[CH:39]=[CH:38][CH:37]=[CH:36][CH:35]=1)(=[NH:33])=[O:32]. The catalyst is C1COCC1. The product is [CH3:30][S:31](=[O:32])([C:34]1[CH:39]=[CH:38][CH:37]=[CH:36][CH:35]=1)=[N:33][C:14](=[O:16])[C:13]1[CH:17]=[C:9]([C:8]#[C:7][C:1]2[CH:2]=[CH:3][CH:4]=[CH:5][CH:6]=2)[CH:10]=[N:11][CH:12]=1. The yield is 0.550.